The task is: Predict the product of the given reaction.. This data is from Forward reaction prediction with 1.9M reactions from USPTO patents (1976-2016). (1) Given the reactants [NH2:1][C:2]1[CH:3]=[C:4]([C:7](Br)=[CH:8][N:9]=1)[C:5]#[N:6].[Cl:11][C:12]1[CH:17]=[C:16]([Cl:18])[CH:15]=[CH:14][C:13]=1B(O)O.C([O-])([O-])=O.[Na+].[Na+], predict the reaction product. The product is: [NH2:1][C:2]1[CH:3]=[C:4]([C:7]([C:15]2[CH:14]=[CH:13][C:12]([Cl:11])=[CH:17][C:16]=2[Cl:18])=[CH:8][N:9]=1)[C:5]#[N:6]. (2) Given the reactants [CH3:1][O:2][C:3]1[CH:8]=[CH:7][C:6]([C:9]2[N:10]=[C:11]([CH:21]3[CH2:26][CH2:25][NH:24][CH2:23][CH2:22]3)[S:12][C:13]=2[C:14]2[CH:19]=[CH:18][C:17]([CH3:20])=[CH:16][CH:15]=2)=[CH:5][CH:4]=1.ClC(Cl)(O[C:31](=[O:37])OC(Cl)(Cl)Cl)Cl.C(N(CC)CC)C.Cl.[CH3:47][NH:48][OH:49], predict the reaction product. The product is: [CH3:1][O:2][C:3]1[CH:8]=[CH:7][C:6]([C:9]2[N:10]=[C:11]([CH:21]3[CH2:26][CH2:25][N:24]([C:31](=[O:37])[N:48]([OH:49])[CH3:47])[CH2:23][CH2:22]3)[S:12][C:13]=2[C:14]2[CH:19]=[CH:18][C:17]([CH3:20])=[CH:16][CH:15]=2)=[CH:5][CH:4]=1. (3) Given the reactants N[CH2:2][C:3]1[CH:9]=[CH:8][CH:7]=[CH:6][C:4]=1[NH2:5].[C:10](N1C=CN=C1)([N:12]1C=CN=[CH:13]1)=[O:11], predict the reaction product. The product is: [NH:5]1[C:4]2[CH:6]=[CH:7][CH:8]=[CH:9][C:3]=2[CH2:2][CH2:13][NH:12][C:10]1=[O:11]. (4) Given the reactants OC(C(F)(F)F)=O.NC1C(C2C=CC(C(O)=O)=C(F)C=2)=NC(C2CCOCC2)=CN=1.C1C=NC2N(O)N=NC=2C=1.CCN(C(C)C)C(C)C.[N:50]([CH2:53][C@@H:54]([NH:63]C(=O)OC(C)(C)C)[C:55]1[CH:60]=[C:59]([I:61])[CH:58]=[C:57]([F:62])[CH:56]=1)=[N+:51]=[N-:52].[ClH:71], predict the reaction product. The product is: [ClH:71].[N:50]([CH2:53][C@H:54]([C:55]1[CH:60]=[C:59]([I:61])[CH:58]=[C:57]([F:62])[CH:56]=1)[NH2:63])=[N+:51]=[N-:52].